Dataset: Catalyst prediction with 721,799 reactions and 888 catalyst types from USPTO. Task: Predict which catalyst facilitates the given reaction. (1) Reactant: [NH2:1][CH2:2][C:3]1[CH:8]=[CH:7][CH:6]=[CH:5][C:4]=1[NH:9][C:10]1[CH:15]=[CH:14][C:13]([C:16]([C:18]2[CH:23]=[CH:22][CH:21]=[CH:20][C:19]=2[CH3:24])=[O:17])=[C:12]([Cl:25])[CH:11]=1.[F:26][C:27]([F:34])([F:33])[CH2:28][S:29](Cl)(=[O:31])=[O:30]. Product: [Cl:25][C:12]1[CH:11]=[C:10]([NH:9][C:4]2[CH:5]=[CH:6][CH:7]=[CH:8][C:3]=2[CH2:2][NH:1][S:29]([CH2:28][C:27]([F:34])([F:33])[F:26])(=[O:31])=[O:30])[CH:15]=[CH:14][C:13]=1[C:16]([C:18]1[CH:23]=[CH:22][CH:21]=[CH:20][C:19]=1[CH3:24])=[O:17]. The catalyst class is: 17. (2) Reactant: [NH2:1][C:2]1[CH:24]=[C:23]2[C:5]([CH2:6][C:7]([CH3:26])([CH3:25])[CH2:8][C:9]32[CH2:14][CH2:13][S:12][C:11]([NH:15][C:16](=[O:22])[O:17][C:18]([CH3:21])([CH3:20])[CH3:19])=[N:10]3)=[CH:4][CH:3]=1.[Br:27][C:28]1[CH:29]=[CH:30][C:31]([C:34](O)=[O:35])=[N:32][CH:33]=1.[Cl-].COC1N=C(OC)N=C([N+]2(C)CCOCC2)N=1. Product: [Br:27][C:28]1[CH:29]=[CH:30][C:31]([C:34]([NH:1][C:2]2[CH:24]=[C:23]3[C:5]([CH2:6][C:7]([CH3:26])([CH3:25])[CH2:8][C:9]43[CH2:14][CH2:13][S:12][C:11]([NH:15][C:16](=[O:22])[O:17][C:18]([CH3:21])([CH3:19])[CH3:20])=[N:10]4)=[CH:4][CH:3]=2)=[O:35])=[N:32][CH:33]=1. The catalyst class is: 5. (3) Reactant: [F:1][C:2]1[CH:11]=[C:10]2[C:5]([NH:6][C:7](=[O:21])[C:8]3[N:9]2[C:12]([CH:15]2[CH2:20][CH2:19][O:18][CH2:17][CH2:16]2)=[N:13][CH:14]=3)=[CH:4][C:3]=1[C:22]([OH:24])=O.[CH3:25][O:26][C:27]1[CH:28]=[C:29]2[CH2:35][CH2:34][NH:33][C:30]2=[CH:31][N:32]=1.C(N(CC)C(C)C)(C)C.F[P-](F)(F)(F)(F)F.N1(OC(N(C)C)=[N+](C)C)C2C=CC=CC=2N=N1.C(=O)([O-])O.[Na+]. Product: [F:1][C:2]1[CH:11]=[C:10]2[C:5]([NH:6][C:7](=[O:21])[C:8]3[N:9]2[C:12]([CH:15]2[CH2:20][CH2:19][O:18][CH2:17][CH2:16]2)=[N:13][CH:14]=3)=[CH:4][C:3]=1[C:22]([N:33]1[C:30]2=[CH:31][N:32]=[C:27]([O:26][CH3:25])[CH:28]=[C:29]2[CH2:35][CH2:34]1)=[O:24]. The catalyst class is: 9. (4) The catalyst class is: 3. Reactant: [NH:1]1[CH:5]=[CH:4][N:3]=[CH:2]1.[H-].[Na+].[CH:8]1([CH2:11][N:12]2[CH2:37][CH2:36][C@:19]34[C:20]5[C:21]6[O:35][C@H:18]3[C@@H:17]([CH2:38]S(C3C=CC(C)=CC=3)(=O)=O)[CH2:16][CH2:15][C@@:14]4([OH:49])[C@H:13]2[CH2:26][C:25]=5[CH:24]=[CH:23][C:22]=6[O:27][CH2:28][C:29]2[CH:34]=[CH:33][CH:32]=[CH:31][CH:30]=2)[CH2:10][CH2:9]1. Product: [CH:8]1([CH2:11][N:12]2[CH2:37][CH2:36][C@:19]34[C:20]5[C:21]6[O:35][C@H:18]3[C@@H:17]([CH2:38][N:1]3[CH:5]=[CH:4][N:3]=[CH:2]3)[CH2:16][CH2:15][C@@:14]4([OH:49])[C@H:13]2[CH2:26][C:25]=5[CH:24]=[CH:23][C:22]=6[O:27][CH2:28][C:29]2[CH:30]=[CH:31][CH:32]=[CH:33][CH:34]=2)[CH2:10][CH2:9]1. (5) Reactant: C([Li])CCC.Br[C:7]1[CH:8]=[CH:9][C:10]([F:20])=[C:11]([CH:19]=1)[CH2:12][N:13]1[CH2:18][CH2:17][O:16][CH2:15][CH2:14]1.[N:21]([C:30]([O:32][C:33]([CH3:36])([CH3:35])[CH3:34])=[O:31])=[N:22][C:23]([O:25][C:26]([CH3:29])([CH3:28])[CH3:27])=[O:24]. Product: [F:20][C:10]1[CH:9]=[CH:8][C:7]([N:21]([C:30]([O:32][C:33]([CH3:36])([CH3:35])[CH3:34])=[O:31])[NH:22][C:23]([O:25][C:26]([CH3:27])([CH3:28])[CH3:29])=[O:24])=[CH:19][C:11]=1[CH2:12][N:13]1[CH2:18][CH2:17][O:16][CH2:15][CH2:14]1. The catalyst class is: 1. (6) Reactant: C([O:8][C:9]1[CH:10]=[C:11]([C:15]2([C:29]#[N:30])[CH2:20][CH2:19][N:18]([C:21]3[CH:26]=[CH:25][CH:24]=[CH:23][C:22]=3[O:27][CH3:28])[CH2:17][CH2:16]2)[CH:12]=[CH:13][CH:14]=1)C1C=CC=CC=1.O1CCCC1. Product: [OH:8][C:9]1[CH:10]=[C:11]([C:15]2([C:29]#[N:30])[CH2:16][CH2:17][N:18]([C:21]3[CH:26]=[CH:25][CH:24]=[CH:23][C:22]=3[O:27][CH3:28])[CH2:19][CH2:20]2)[CH:12]=[CH:13][CH:14]=1. The catalyst class is: 129. (7) Reactant: [CH:1]([C:3]1[CH:4]=[N:5][CH:6]=[CH:7][C:8]=1[C:9]1[CH:10]=[C:11]([CH:14]=[CH:15][CH:16]=1)[C:12]#[N:13])=[O:2].[C:17]1([Mg]Br)[CH:22]=[CH:21][CH:20]=[CH:19][CH:18]=1. Product: [OH:2][CH:1]([C:17]1[CH:22]=[CH:21][CH:20]=[CH:19][CH:18]=1)[C:3]1[CH:4]=[N:5][CH:6]=[CH:7][C:8]=1[C:9]1[CH:10]=[C:11]([CH:14]=[CH:15][CH:16]=1)[C:12]#[N:13]. The catalyst class is: 1. (8) Product: [F:10][C:11]1[CH:12]=[CH:13][C:14]([C:17]([C:27]2[CH:28]=[CH:29][C:30]([F:33])=[CH:31][CH:32]=2)([C:20]2[CH:25]=[CH:24][CH:23]=[C:22]([F:26])[CH:21]=2)[C:18]([NH2:19])=[O:8])=[CH:15][CH:16]=1. Reactant: S(=O)(=O)(O)O.C(O)(=[O:8])C.[F:10][C:11]1[CH:16]=[CH:15][C:14]([C:17]([C:27]2[CH:32]=[CH:31][C:30]([F:33])=[CH:29][CH:28]=2)([C:20]2[CH:25]=[CH:24][CH:23]=[C:22]([F:26])[CH:21]=2)[C:18]#[N:19])=[CH:13][CH:12]=1.[OH-].[NH4+]. The catalyst class is: 81. (9) Reactant: C(N=C=S)(=O)OCC.[NH2:9][C:10]1[N:15]=[C:14]([C:16]([O:18][CH3:19])=[O:17])[CH:13]=[CH:12][CH:11]=1.[NH2:20][C:21]([NH2:23])=S.C(N(CC)CC)C.Cl.NO. Product: [NH2:23][C:21]1[N:9]=[C:10]2[CH:11]=[CH:12][CH:13]=[C:14]([C:16]([O:18][CH3:19])=[O:17])[N:15]2[N:20]=1. The catalyst class is: 155. (10) Reactant: [NH2:1][C:2]1([CH3:23])[CH2:7][CH2:6][N:5]([CH2:8][C@H:9]2[N:19]3[C:20]4[N:11]([C:12](=[O:22])[CH2:13][CH2:14][C:15]=4[CH:16]=[CH:17][C:18]3=[O:21])[CH2:10]2)[CH2:4][CH2:3]1.C(N(CC)CC)C.[F:31][C:32]([F:43])([F:42])[C:33](O[C:33](=[O:34])[C:32]([F:43])([F:42])[F:31])=[O:34].C(=O)(O)[O-].[Na+]. Product: [O:21]=[C:18]1[CH:17]=[CH:16][C:15]2[CH2:14][CH2:13][C:12](=[O:22])[N:11]3[CH2:10][C@@H:9]([CH2:8][N:5]4[CH2:4][CH2:3][C:2]([NH:1][C:33](=[O:34])[C:32]([F:43])([F:42])[F:31])([CH3:23])[CH2:7][CH2:6]4)[N:19]1[C:20]=23. The catalyst class is: 2.